From a dataset of Full USPTO retrosynthesis dataset with 1.9M reactions from patents (1976-2016). Predict the reactants needed to synthesize the given product. (1) Given the product [CH2:1]([O:8][C:9]1[CH:14]=[CH:13][N:12]([CH2:15][C:16]2[CH:21]=[CH:20][CH:19]=[C:18]([F:22])[CH:17]=2)[C:11](=[O:23])[C:10]=1[I:24])[C:2]1[CH:7]=[CH:6][CH:5]=[CH:4][CH:3]=1, predict the reactants needed to synthesize it. The reactants are: [CH2:1]([O:8][C:9]1[CH:14]=[CH:13][N:12]([CH2:15][C:16]2[CH:21]=[CH:20][CH:19]=[C:18]([F:22])[CH:17]=2)[C:11](=[O:23])[CH:10]=1)[C:2]1[CH:7]=[CH:6][CH:5]=[CH:4][CH:3]=1.[I:24]N1C(=O)CCC1=O. (2) Given the product [O:11]=[S:8]1(=[O:12])[CH2:9][CH2:10][C:6]2[CH:5]=[C:4]([NH2:1])[CH:14]=[CH:13][C:7]1=2, predict the reactants needed to synthesize it. The reactants are: [N+:1]([C:4]1[CH:14]=[CH:13][C:7]2[S:8](=[O:12])(=[O:11])[CH:9]=[CH:10][C:6]=2[CH:5]=1)([O-])=O. (3) Given the product [CH2:12]([O:14][C:15](=[O:19])[C@H:16]([CH3:18])[NH:17][C:3](=[O:5])[CH:2]([C:6]1[CH:11]=[CH:10][CH:9]=[CH:8][CH:7]=1)[F:1])[CH3:13], predict the reactants needed to synthesize it. The reactants are: [F:1][CH:2]([C:6]1[CH:11]=[CH:10][CH:9]=[CH:8][CH:7]=1)[C:3]([OH:5])=O.[CH2:12]([O:14][C:15](=[O:19])[C@H:16]([CH3:18])[NH2:17])[CH3:13]. (4) Given the product [NH2:1][C:2]1[C:3]([C:7]2[N:8]([CH2:30][CH3:31])[C:9]3[CH:14]=[C:13]([O:15][CH2:16][CH2:17][CH2:18][CH2:19][NH:20][C:21](=[O:27])[O:22][C:23]([CH3:26])([CH3:25])[CH3:24])[N:12]=[C:11]([C:36]#[C:35][C:33]([OH:32])([CH3:37])[CH3:34])[C:10]=3[N:29]=2)=[N:4][O:5][N:6]=1, predict the reactants needed to synthesize it. The reactants are: [NH2:1][C:2]1[C:3]([C:7]2[N:8]([CH2:30][CH3:31])[C:9]3[CH:14]=[C:13]([O:15][CH2:16][CH2:17][CH2:18][CH2:19][NH:20][C:21](=[O:27])[O:22][C:23]([CH3:26])([CH3:25])[CH3:24])[N:12]=[C:11](Cl)[C:10]=3[N:29]=2)=[N:4][O:5][N:6]=1.[OH:32][C:33]([CH3:37])([C:35]#[CH:36])[CH3:34].C(N(CC)CC)C. (5) The reactants are: [F:1][C:2]1[CH:3]=[CH:4][C:5]2[O:11][CH2:10][CH2:9][N:8]3[CH:12]=[C:13]([C:15]([NH2:17])=O)[N:14]=[C:7]3[C:6]=2[CH:18]=1.CO[C:21](OC)([N:23](C)C)[CH3:22].C1(C)C=CC=CC=1.Cl.[CH:36]([NH:39]N)([CH3:38])[CH3:37]. Given the product [F:1][C:2]1[CH:3]=[CH:4][C:5]2[O:11][CH2:10][CH2:9][N:8]3[CH:12]=[C:13]([C:15]4[N:39]([CH:36]([CH3:38])[CH3:37])[N:23]=[C:21]([CH3:22])[N:17]=4)[N:14]=[C:7]3[C:6]=2[CH:18]=1, predict the reactants needed to synthesize it. (6) Given the product [N:15]1[C:16]2[C:21](=[CH:20][CH:19]=[CH:18][CH:17]=2)[CH:12]=[C:13]([C:23]#[N:24])[CH:14]=1, predict the reactants needed to synthesize it. The reactants are: ClC1C=C(Cl)C(OC)=CC=1N[C:12]1[C:21]2[C:16](=[CH:17][C:18](F)=[CH:19][CH:20]=2)[N:15]=[CH:14][C:13]=1[C:23]#[N:24].